The task is: Predict the reaction yield, written as a fraction of the theoretical maximum amount of product (1.0 means a 100% yield; for example, 0.34 means a 34% yield).. This data is from Reaction yield outcomes from USPTO patents with 853,638 reactions. (1) The reactants are [O:1]([CH2:8][C:9](Cl)=[O:10])[C:2]1[CH:7]=[CH:6][CH:5]=[CH:4][CH:3]=1.C(N(CC)CC)C.[NH2:19][C:20]1[CH:33]=[CH:32][C:23]([CH2:24][N:25]2[C:29](=[O:30])[CH2:28][S:27][C:26]2=[O:31])=[CH:22][CH:21]=1.Cl. The catalyst is O1CCCC1. The product is [O:1]([CH2:8][C:9]([NH:19][C:20]1[CH:33]=[CH:32][C:23]([CH2:24][N:25]2[C:29](=[O:30])[CH2:28][S:27][C:26]2=[O:31])=[CH:22][CH:21]=1)=[O:10])[C:2]1[CH:7]=[CH:6][CH:5]=[CH:4][CH:3]=1. The yield is 0.997. (2) The catalyst is C1COCC1. The product is [CH3:15][NH:14][C:9]1[S:8][C@@H:7]2[C@@H:11]([C@@H:12]3[C@@H:4]([C@@H:5]([C@H:23]([O:28][CH2:29][C:30]4[CH:31]=[CH:32][C:33]([F:36])=[CH:34][CH:35]=4)[C:24]([F:26])([F:27])[F:25])[O:6]2)[O:3][C:2]([CH3:37])([CH3:1])[O:13]3)[N:10]=1. The reactants are [CH3:1][C:2]1([CH3:37])[O:13][C@H:12]2[C@@H:4]([C@@H:5]([C@H:23]([O:28][CH2:29][C:30]3[CH:35]=[CH:34][C:33]([F:36])=[CH:32][CH:31]=3)[C:24]([F:27])([F:26])[F:25])[O:6][C@H:7]3[C@@H:11]2[N:10]=[C:9]([N:14](C)[C:15](=O)OC(C)(C)C)[S:8]3)[O:3]1.BrC[Mg]. The yield is 0.530. (3) The reactants are [Cl:1][C:2]1[N:10]=[C:9]([C:11]#[C:12]C(C)(O)C)[N:8]=[C:7]2[C:3]=1[N:4]=[CH:5][N:6]2[CH:17]1[CH2:22][CH2:21][CH2:20][CH2:19][O:18]1.[OH-].[K+]. The catalyst is C1(C)C=CC=CC=1. The product is [Cl:1][C:2]1[N:10]=[C:9]([C:11]#[CH:12])[N:8]=[C:7]2[C:3]=1[N:4]=[CH:5][N:6]2[CH:17]1[CH2:22][CH2:21][CH2:20][CH2:19][O:18]1. The yield is 0.810. (4) The reactants are [OH:1][CH2:2][C@@H:3]([NH:10][CH2:11][C:12]([O:14][C:15]([CH3:18])([CH3:17])[CH3:16])=[O:13])[C:4]1[CH:9]=[CH:8][CH:7]=[CH:6][CH:5]=1.[C:19]1([CH:25]([C:28]2[CH:33]=[CH:32][CH:31]=[CH:30][CH:29]=2)[CH:26]=O)[CH:24]=[CH:23][CH:22]=[CH:21][CH:20]=1.S([O-])([O-])(=O)=O.[Mg+2]. The catalyst is C(Cl)Cl.CCOCC. The product is [CH:25]([CH:26]1[N:10]([CH2:11][C:12]([O:14][C:15]([CH3:18])([CH3:17])[CH3:16])=[O:13])[C@H:3]([C:4]2[CH:9]=[CH:8][CH:7]=[CH:6][CH:5]=2)[CH2:2][O:1]1)([C:19]1[CH:24]=[CH:23][CH:22]=[CH:21][CH:20]=1)[C:28]1[CH:33]=[CH:32][CH:31]=[CH:30][CH:29]=1. The yield is 0.980. (5) The reactants are [F:1][C:2]([F:39])([F:38])[C:3]1[CH:4]=[C:5]([CH:31]=[C:32]([C:34]([F:37])([F:36])[F:35])[CH:33]=1)[CH2:6][N:7]1[CH2:14][CH2:13][CH2:12][NH:11][C:10]2[N:15]=[C:16](S(C)(=O)=O)[N:17]=[C:18]([C:19]3[CH:24]=[CH:23][CH:22]=[CH:21][C:20]=3[CH3:25])[C:9]=2[C:8]1=[O:30].[N:40]1([CH:46]2[CH2:51][CH2:50][NH:49][CH2:48][CH2:47]2)[CH2:45][CH2:44][CH2:43][CH2:42][CH2:41]1. No catalyst specified. The product is [F:1][C:2]([F:39])([F:38])[C:3]1[CH:4]=[C:5]([CH:31]=[C:32]([C:34]([F:37])([F:36])[F:35])[CH:33]=1)[CH2:6][N:7]1[CH2:14][CH2:13][CH2:12][NH:11][C:10]2[N:15]=[C:16]([N:49]3[CH2:50][CH2:51][CH:46]([N:40]4[CH2:45][CH2:44][CH2:43][CH2:42][CH2:41]4)[CH2:47][CH2:48]3)[N:17]=[C:18]([C:19]3[CH:24]=[CH:23][CH:22]=[CH:21][C:20]=3[CH3:25])[C:9]=2[C:8]1=[O:30]. The yield is 0.860.